Dataset: Forward reaction prediction with 1.9M reactions from USPTO patents (1976-2016). Task: Predict the product of the given reaction. (1) Given the reactants Br[C:2]1[CH:10]=[C:9]2[C:5]([CH2:6][CH2:7][C@H:8]2[N:11]([CH2:19][CH3:20])[C:12](=[O:18])[O:13][C:14]([CH3:17])([CH3:16])[CH3:15])=[CH:4][CH:3]=1.C1(P(C2C=CC=CC=2)CCCP(C2C=CC=CC=2)C2C=CC=CC=2)C=CC=CC=1, predict the reaction product. The product is: [C:14]([O:13][C:12]([N:11]([CH2:19][CH3:20])[C@H:8]1[C:9]2[C:5](=[CH:4][CH:3]=[C:2]([C:12]([O:13][CH3:14])=[O:18])[CH:10]=2)[CH2:6][CH2:7]1)=[O:18])([CH3:17])([CH3:16])[CH3:15]. (2) Given the reactants [Cl:1][C:2]1[CH:11]=[CH:10][C:9]2[N:8]=[CH:7][C:6]3[NH:12][C:13](=[O:26])[N:14]([C:15]4[CH:20]=[CH:19][C:18]([C:21]([CH3:25])([CH3:24])[C:22]#[N:23])=[CH:17][CH:16]=4)[C:5]=3[C:4]=2[CH:3]=1.C(N(CC)CC)C.[CH3:34][C:35]1[CH:36]=[C:37]([S:41](Cl)(=[O:43])=[O:42])[CH:38]=[CH:39][CH:40]=1.O, predict the reaction product. The product is: [Cl:1][C:2]1[CH:11]=[CH:10][C:9]2[N:8]=[CH:7][C:6]3[N:12]([S:41]([C:37]4[CH:36]=[C:35]([CH3:34])[CH:40]=[CH:39][CH:38]=4)(=[O:43])=[O:42])[C:13](=[O:26])[N:14]([C:15]4[CH:20]=[CH:19][C:18]([C:21]([CH3:24])([CH3:25])[C:22]#[N:23])=[CH:17][CH:16]=4)[C:5]=3[C:4]=2[CH:3]=1. (3) Given the reactants [NH2:1][CH2:2][CH2:3][C@@:4]1([C:27]2[CH:32]=[CH:31][C:30]([F:33])=[CH:29][CH:28]=2)[O:9][C:8](=[O:10])[N:7]([C@H:11]([C:13]2[CH:18]=[CH:17][C:16]([C:19]3[CH:24]=[CH:23][C:22]([F:25])=[CH:21][C:20]=3[F:26])=[CH:15][CH:14]=2)[CH3:12])[CH2:6][CH2:5]1.CCN(CC)CC.Cl[C:42]([O:44][CH3:45])=[O:43].O, predict the reaction product. The product is: [F:26][C:20]1[CH:21]=[C:22]([F:25])[CH:23]=[CH:24][C:19]=1[C:16]1[CH:15]=[CH:14][C:13]([C@@H:11]([N:7]2[CH2:6][CH2:5][C@:4]([CH2:3][CH2:2][NH:1][C:42](=[O:43])[O:44][CH3:45])([C:27]3[CH:28]=[CH:29][C:30]([F:33])=[CH:31][CH:32]=3)[O:9][C:8]2=[O:10])[CH3:12])=[CH:18][CH:17]=1. (4) Given the reactants [N:1]1[C:10]2[C:5](=[CH:6][CH:7]=[CH:8][CH:9]=2)[CH2:4][NH:3][CH:2]=1.[C:11]1(=O)[NH:15][C:14](=[O:16])[CH:13]=[CH:12]1.C(N(CC)CC)C, predict the reaction product. The product is: [N:1]1[C:10]2[C:5](=[CH:6][CH:7]=[CH:8][CH:9]=2)[CH2:4][N:3]([CH:13]2[CH2:12][CH2:11][NH:15][C:14]2=[O:16])[CH:2]=1. (5) Given the reactants [C:1](O)(=[O:8])[C:2]1[CH:7]=[CH:6][CH:5]=[CH:4][CH:3]=1.[NH2:10][CH2:11][CH2:12][CH:13]([C:21]1[CH:30]=[CH:29][C:24]([C:25]([NH:27][CH3:28])=[O:26])=[CH:23][CH:22]=1)[C:14]1[CH:19]=[CH:18][C:17]([F:20])=[CH:16][CH:15]=1.C1C=CC2N(O)N=NC=2C=1.C(Cl)CCl.C(N(C(C)C)CC)(C)C, predict the reaction product. The product is: [C:1]([NH:10][CH2:11][CH2:12][CH:13]([C:21]1[CH:30]=[CH:29][C:24]([C:25]([NH:27][CH3:28])=[O:26])=[CH:23][CH:22]=1)[C:14]1[CH:15]=[CH:16][C:17]([F:20])=[CH:18][CH:19]=1)(=[O:8])[C:2]1[CH:7]=[CH:6][CH:5]=[CH:4][CH:3]=1. (6) Given the reactants [Br:1][C:2]1[CH:3]=[CH:4][C:5]([O:11][CH3:12])=[C:6]([CH:10]=1)[C:7]([OH:9])=O.[CH2:13]([NH2:20])[C:14]1[CH:19]=[CH:18][CH:17]=[CH:16][CH:15]=1.CCN=C=NCCCN(C)C.C1C=CC2N(O)N=NC=2C=1.N(C(C)C)(C(C)C)CC, predict the reaction product. The product is: [CH2:13]([NH:20][C:7](=[O:9])[C:6]1[CH:10]=[C:2]([Br:1])[CH:3]=[CH:4][C:5]=1[O:11][CH3:12])[C:14]1[CH:19]=[CH:18][CH:17]=[CH:16][CH:15]=1. (7) Given the reactants [F:1][C:2]([F:20])([F:19])[O:3][C:4]1[CH:9]=[CH:8][C:7]([S:10]([N:13]2[CH2:18][CH2:17][NH:16][CH2:15][CH2:14]2)(=[O:12])=[O:11])=[CH:6][CH:5]=1.[N:21]1[N:25]2[CH:26]=[CH:27][CH:28]=[N:29][C:24]2=[C:23]([C:30](O)=[O:31])[CH:22]=1.C1C=CC2N(O)N=NC=2C=1.O.CN(C(ON1N=NC2C=CC=CC1=2)=[N+](C)C)C.F[P-](F)(F)(F)(F)F.CCN(C(C)C)C(C)C, predict the reaction product. The product is: [F:20][C:2]([F:1])([F:19])[O:3][C:4]1[CH:9]=[CH:8][C:7]([S:10]([N:13]2[CH2:14][CH2:15][N:16]([C:30]([C:23]3[CH:22]=[N:21][N:25]4[CH:26]=[CH:27][CH:28]=[N:29][C:24]=34)=[O:31])[CH2:17][CH2:18]2)(=[O:12])=[O:11])=[CH:6][CH:5]=1. (8) Given the reactants Br[C:2]1[CH:7]=[CH:6][N:5]=[C:4]([O:8][CH3:9])[N:3]=1.[I:10][C:11]1[CH:15]=[CH:14][NH:13][N:12]=1.[H-].[Na+], predict the reaction product. The product is: [I:10][C:11]1[CH:15]=[CH:14][N:13]([C:2]2[CH:7]=[CH:6][N:5]=[C:4]([O:8][CH3:9])[N:3]=2)[N:12]=1.